This data is from NCI-60 drug combinations with 297,098 pairs across 59 cell lines. The task is: Regression. Given two drug SMILES strings and cell line genomic features, predict the synergy score measuring deviation from expected non-interaction effect. (1) Drug 1: CNC(=O)C1=NC=CC(=C1)OC2=CC=C(C=C2)NC(=O)NC3=CC(=C(C=C3)Cl)C(F)(F)F. Drug 2: CCC1(CC2CC(C3=C(CCN(C2)C1)C4=CC=CC=C4N3)(C5=C(C=C6C(=C5)C78CCN9C7C(C=CC9)(C(C(C8N6C)(C(=O)OC)O)OC(=O)C)CC)OC)C(=O)OC)O.OS(=O)(=O)O. Cell line: IGROV1. Synergy scores: CSS=0.327, Synergy_ZIP=-0.194, Synergy_Bliss=-0.341, Synergy_Loewe=-0.353, Synergy_HSA=-0.117. (2) Drug 1: CN1CCC(CC1)COC2=C(C=C3C(=C2)N=CN=C3NC4=C(C=C(C=C4)Br)F)OC. Drug 2: C(CC(=O)O)C(=O)CN.Cl. Cell line: HCC-2998. Synergy scores: CSS=11.0, Synergy_ZIP=-6.37, Synergy_Bliss=-11.0, Synergy_Loewe=-8.56, Synergy_HSA=-8.92. (3) Drug 1: CNC(=O)C1=CC=CC=C1SC2=CC3=C(C=C2)C(=NN3)C=CC4=CC=CC=N4. Drug 2: CN(C)N=NC1=C(NC=N1)C(=O)N. Cell line: HCC-2998. Synergy scores: CSS=2.60, Synergy_ZIP=0.319, Synergy_Bliss=-1.13, Synergy_Loewe=-6.32, Synergy_HSA=-2.02. (4) Drug 1: CC(CN1CC(=O)NC(=O)C1)N2CC(=O)NC(=O)C2. Drug 2: C1=CN(C(=O)N=C1N)C2C(C(C(O2)CO)O)O.Cl. Cell line: HCC-2998. Synergy scores: CSS=29.6, Synergy_ZIP=-5.70, Synergy_Bliss=-0.545, Synergy_Loewe=-3.05, Synergy_HSA=0.980. (5) Drug 1: C1CCC(C1)C(CC#N)N2C=C(C=N2)C3=C4C=CNC4=NC=N3. Drug 2: CS(=O)(=O)C1=CC(=C(C=C1)C(=O)NC2=CC(=C(C=C2)Cl)C3=CC=CC=N3)Cl. Cell line: A498. Synergy scores: CSS=3.06, Synergy_ZIP=-1.39, Synergy_Bliss=-1.96, Synergy_Loewe=-3.14, Synergy_HSA=-3.03.